Task: Regression. Given a target protein amino acid sequence and a drug SMILES string, predict the binding affinity score between them. We predict pIC50 (pIC50 = -log10(IC50 in M); higher means more potent). Dataset: bindingdb_ic50.. Dataset: Drug-target binding data from BindingDB using IC50 measurements (1) The small molecule is O=C1Oc2cc(O)ccc2/C1=C\c1ccc(O)cc1. The target protein (P00640) has sequence MKELKLKEAKEILKALGLPPQQYNDRSGWVLLALANIKPEDSWKEAKAPLLPTVSIMEFIRTEYGKDYKPNSRETIRRQTLHQFEQARIVDRNRDLPSRATNSKDNNYSLNQVIIDILHNYPNGNWKELIQQFLTHVPSLQELYERALARDRIPIKLLDGTQISLSPGEHNQLHADIVHEFCPRFVGDMGKILYIGDTASSRNEGGKLMVLDSEYLKKLGVPPMSHDKLPDVVVYDEKRKWLFLIEAVTSHGPISPKRWLELEAALSSCTVGKVYVTAFPTRTEFRKNAANIAWETEVWIADNPDHMVHFNGDRFLGPHDKKPELS. The pIC50 is 3.4. (2) The compound is N#CSC[C@@H]1C[C@](O)(c2ccccc2)[C@@H](c2ccccc2)[C@H](c2ccc(Cl)cc2)O1. The target protein (P79208) has sequence MLARALLLCAAVVCGAANPCCSHPCQNRGVCMSVGFDQYKCDCTRTGFYGENCTTPEFLTRIKLLLKPTPDTVHYILTHFKGVWNIVNKISFLRNMIMRYVLTSRSHLIESPPTYNVHYSYKSWEAFSNLSYYTRALPPVPDDCPTPMGVKGRKELPDSKEVVKKVLLRRKFIPDPQGTNLMFAFFAQHFTHQFFKTDIERGPAFTKGKNHGVDLSHVYGESLERQHNRRLFKDGKMKYQMINGEMYPPTVKDTQVEMIYPPHIPEHLKFAVGQEVFGLVPGLMMYATIWLREHNRVCDVLKQEHPEWGDEQLFQTSRLILIGETIKIVIEDYVQHLSGYHFKLKFDPELLFNQQFQYQNRIAAEFNTLYHWHPLLPDVFQIDGQEYNYQQFIYNNSVLLEHGVTQFVESFTRQIAGRVAGRRNLPAAVEKVSKASLDQSREMKYQSFNEYRKRFLLKPYESFEELTGEKEMAAELEALYGDIDAMELYPALLVEKPAPD.... The pIC50 is 9.1.